This data is from NCI-60 drug combinations with 297,098 pairs across 59 cell lines. The task is: Regression. Given two drug SMILES strings and cell line genomic features, predict the synergy score measuring deviation from expected non-interaction effect. (1) Drug 1: CC1OCC2C(O1)C(C(C(O2)OC3C4COC(=O)C4C(C5=CC6=C(C=C35)OCO6)C7=CC(=C(C(=C7)OC)O)OC)O)O. Drug 2: CC1C(C(CC(O1)OC2CC(CC3=C2C(=C4C(=C3O)C(=O)C5=CC=CC=C5C4=O)O)(C(=O)C)O)N)O. Cell line: NCI-H226. Synergy scores: CSS=58.8, Synergy_ZIP=-5.78, Synergy_Bliss=-4.73, Synergy_Loewe=-1.03, Synergy_HSA=1.10. (2) Drug 1: C1CCN(CC1)CCOC2=CC=C(C=C2)C(=O)C3=C(SC4=C3C=CC(=C4)O)C5=CC=C(C=C5)O. Drug 2: C1=CC(=CC=C1CCCC(=O)O)N(CCCl)CCCl. Cell line: ACHN. Synergy scores: CSS=60.0, Synergy_ZIP=1.65, Synergy_Bliss=-0.0734, Synergy_Loewe=-0.272, Synergy_HSA=0.113.